This data is from Reaction yield outcomes from USPTO patents with 853,638 reactions. The task is: Predict the reaction yield, written as a fraction of the theoretical maximum amount of product (1.0 means a 100% yield; for example, 0.34 means a 34% yield). (1) The reactants are [CH2:1]([OH:8])[C:2]1[CH:7]=[CH:6][CH:5]=[CH:4][CH:3]=1.Cl[S:10]([N:13]=[C:14]=[O:15])(=[O:12])=[O:11].NCCC1[CH:24]=[CH:23][CH:22]=[CH:21][N:20]=1.Cl. The catalyst is C(#N)C.N1C=CC=CC=1. The product is [N:20]1([S:10]([NH:13][C:14](=[O:15])[O:8][CH2:1][C:2]2[CH:7]=[CH:6][CH:5]=[CH:4][CH:3]=2)(=[O:12])=[O:11])[CH2:21][CH2:22][CH2:23][CH2:24]1. The yield is 0.540. (2) The reactants are [C:1]([O:5][C:6]([N:8]1[CH2:13][CH2:12][CH:11]([CH2:14][O:15][C:16]2[CH:21]=[CH:20][CH:19]=[CH:18][C:17]=2[NH2:22])[CH2:10][CH2:9]1)=[O:7])([CH3:4])([CH3:3])[CH3:2].[CH3:23][N:24]=[C:25]=[O:26].O.N.C(OCC)(=O)C. The catalyst is O1CCCC1. The product is [C:1]([O:5][C:6]([N:8]1[CH2:9][CH2:10][CH:11]([CH2:14][O:15][C:16]2[CH:21]=[CH:20][CH:19]=[CH:18][C:17]=2[NH:22][C:25]([NH:24][CH3:23])=[O:26])[CH2:12][CH2:13]1)=[O:7])([CH3:4])([CH3:2])[CH3:3]. The yield is 0.990. (3) The reactants are [NH2:1][C:2]1[C:3]([C:16]2[CH:24]=[CH:23][C:19]([C:20](O)=[O:21])=[C:18]([F:25])[CH:17]=2)=[N:4][C:5]([C@@H:8]2[CH2:13][CH2:12][C@@H:11]([OH:14])[C@H:10]([F:15])[CH2:9]2)=[CH:6][N:7]=1.Cl.[NH2:27][C@@H:28]([C:31]1[CH:36]=[C:35]([F:37])[CH:34]=[C:33]([Br:38])[CH:32]=1)[CH2:29][OH:30].C(Cl)CCl.CCN(C(C)C)C(C)C.C(O)(C(F)(F)F)=O. The catalyst is CN(C=O)C.O. The product is [NH2:1][C:2]1[C:3]([C:16]2[CH:24]=[CH:23][C:19]([C:20]([NH:27][C@@H:28]([C:31]3[CH:36]=[C:35]([F:37])[CH:34]=[C:33]([Br:38])[CH:32]=3)[CH2:29][OH:30])=[O:21])=[C:18]([F:25])[CH:17]=2)=[N:4][C:5]([C@@H:8]2[CH2:13][CH2:12][C@@H:11]([OH:14])[C@H:10]([F:15])[CH2:9]2)=[CH:6][N:7]=1. The yield is 0.410. (4) The reactants are [Cl:1][C:2]1[CH:3]=[C:4]([CH:8]=[CH:9][CH:10]=1)/[CH:5]=[N:6]\[OH:7].[ClH:11].OS([O-])(=O)=O.OS(O[O-])(=O)=O.OS(O[O-])(=O)=O.[O-]S([O-])(=O)=O.[K+].[K+].[K+].[K+].[K+]. The catalyst is CN(C=O)C. The product is [OH:7]/[N:6]=[C:5](\[Cl:11])/[C:4]1[CH:8]=[CH:9][CH:10]=[C:2]([Cl:1])[CH:3]=1. The yield is 1.00. (5) The reactants are [NH2:1][C:2]1[CH:7]=[CH:6][CH:5]=[CH:4][CH:3]=1.C(N(CC)CC)C.Cl.[N:16]1[CH:21]=[CH:20][CH:19]=[CH:18][C:17]=1[C:22](Cl)=[O:23]. The catalyst is C1COCC1.CCOC(C)=O. The product is [C:2]1([NH:1][C:22]([C:17]2[CH:18]=[CH:19][CH:20]=[CH:21][N:16]=2)=[O:23])[CH:7]=[CH:6][CH:5]=[CH:4][CH:3]=1. The yield is 0.920. (6) The reactants are [NH2:1][C:2]1[N:3]=[N:4][C:5]([I:8])=[CH:6][CH:7]=1.Cl[CH2:10][C:11]([NH:13][C:14](=[O:20])[O:15][C:16]([CH3:19])([CH3:18])[CH3:17])=O.P([O-])([O-])(O)=O.[Na+].[Na+].O. The catalyst is CN(C)C(=O)C. The product is [I:8][C:5]1[CH:6]=[CH:7][C:2]2[N:3]([CH:10]=[C:11]([NH:13][C:14](=[O:20])[O:15][C:16]([CH3:19])([CH3:18])[CH3:17])[N:1]=2)[N:4]=1. The yield is 0.630. (7) The catalyst is O. The yield is 0.830. The reactants are [F:1][C:2]([F:11])([F:10])[C:3](=[O:9])[C:4]([O:6][CH2:7][CH3:8])=[O:5].CCOCC.[BH4-].[Na+]. The product is [F:1][C:2]([F:10])([F:11])[CH:3]([OH:9])[C:4]([O:6][CH2:7][CH3:8])=[O:5].